This data is from Forward reaction prediction with 1.9M reactions from USPTO patents (1976-2016). The task is: Predict the product of the given reaction. Given the reactants [CH3:1][O:2][C:3]1[CH:27]=[C:26]([O:28][CH3:29])[CH:25]=[CH:24][C:4]=1[CH2:5][N:6]([C:19]1[S:23][N:22]=[CH:21][N:20]=1)[S:7]([C:10]1[CH:15]=[C:14]([F:16])[C:13](F)=[CH:12][C:11]=1[F:18])(=[O:9])=[O:8].[C:30]1([C@H:36]2[CH2:41][CH2:40][CH2:39][CH2:38][C@@H:37]2[OH:42])[CH:35]=[CH:34][CH:33]=[CH:32][CH:31]=1.[H-].[Na+].O, predict the reaction product. The product is: [CH3:1][O:2][C:3]1[CH:27]=[C:26]([O:28][CH3:29])[CH:25]=[CH:24][C:4]=1[CH2:5][N:6]([C:19]1[S:23][N:22]=[CH:21][N:20]=1)[S:7]([C:10]1[CH:15]=[C:14]([F:16])[C:13]([O:42][C@H:37]2[CH2:38][CH2:39][CH2:40][CH2:41][C@@H:36]2[C:30]2[CH:31]=[CH:32][CH:33]=[CH:34][CH:35]=2)=[CH:12][C:11]=1[F:18])(=[O:8])=[O:9].